From a dataset of Forward reaction prediction with 1.9M reactions from USPTO patents (1976-2016). Predict the product of the given reaction. Given the reactants Cl[C:2]1[C:7]([CH3:8])=[CH:6][C:5]([N+:9]([O-:11])=[O:10])=[CH:4][N:3]=1.[F:12][C:13]1[CH:18]=[C:17]([F:19])[CH:16]=[CH:15][C:14]=1B(O)O.C([O-])([O-])=O.[Cs+].[Cs+], predict the reaction product. The product is: [F:12][C:13]1[CH:18]=[C:17]([F:19])[CH:16]=[CH:15][C:14]=1[C:2]1[C:7]([CH3:8])=[CH:6][C:5]([N+:9]([O-:11])=[O:10])=[CH:4][N:3]=1.